From a dataset of Full USPTO retrosynthesis dataset with 1.9M reactions from patents (1976-2016). Predict the reactants needed to synthesize the given product. (1) Given the product [CH2:1]([O:3][C:4](=[O:22])[CH:5]=[CH:6][C:7]1[CH:12]=[CH:11][CH:10]=[C:9]([NH:13][C:14]([C:16]2[N:17]=[C:18]([C:23]3[CH:28]=[CH:27][CH:26]=[CH:25][CH:24]=3)[S:19][CH:20]=2)=[O:15])[CH:8]=1)[CH3:2], predict the reactants needed to synthesize it. The reactants are: [CH2:1]([O:3][C:4](=[O:22])[CH:5]=[CH:6][C:7]1[CH:12]=[CH:11][CH:10]=[C:9]([NH:13][C:14]([C:16]2[N:17]=[C:18](Cl)[S:19][CH:20]=2)=[O:15])[CH:8]=1)[CH3:2].[C:23]1(B(O)O)[CH:28]=[CH:27][CH:26]=[CH:25][CH:24]=1. (2) The reactants are: Cl[C:2]1[C:7]([C:8]([F:11])([F:10])[F:9])=[CH:6][N:5]=[C:4]([NH:12][C:13]2[CH:18]=[CH:17][C:16]([P:19]([CH3:22])([CH3:21])=[O:20])=[CH:15][CH:14]=2)[N:3]=1.C(N(CC)CC)C.[C:30]12([NH2:40])[CH2:39][CH:34]3[CH2:35][CH:36]([CH2:38][CH:32]([CH2:33]3)[CH2:31]1)[CH2:37]2. Given the product [CH3:21][P:19]([C:16]1[CH:17]=[CH:18][C:13]([NH:12][C:4]2[N:3]=[C:2]([NH:40][C:30]34[CH2:31][CH:32]5[CH2:38][CH:36]([CH2:35][CH:34]([CH2:33]5)[CH2:39]3)[CH2:37]4)[C:7]([C:8]([F:11])([F:10])[F:9])=[CH:6][N:5]=2)=[CH:14][CH:15]=1)([CH3:22])=[O:20], predict the reactants needed to synthesize it. (3) Given the product [Cl:12][CH:3]([C:2]([F:11])([F:10])[F:1])[CH2:4][C:5]([CH2:4][CH2:3][C:2]([F:10])([F:11])[F:1])([C:8]#[N:9])[C:6]#[N:7], predict the reactants needed to synthesize it. The reactants are: [F:1][C:2]([F:11])([F:10])[CH2:3][CH2:4][CH:5]([C:8]#[N:9])[C:6]#[N:7].[ClH:12]. (4) Given the product [Cl:1][C:2]1[CH:3]=[C:4]([CH:25]=[CH:26][C:27]=1[O:28][CH3:29])[CH2:5][NH:6][C:7]1[C:8]2[C:20]3[CH:21]=[CH:22][CH:23]=[CH:24][C:19]=3[S:18][C:9]=2[N:10]=[C:11]([CH2:13][CH2:14][C:15]([Cl:32])=[O:16])[N:12]=1, predict the reactants needed to synthesize it. The reactants are: [Cl:1][C:2]1[CH:3]=[C:4]([CH:25]=[CH:26][C:27]=1[O:28][CH3:29])[CH2:5][NH:6][C:7]1[C:8]2[C:20]3[CH:21]=[CH:22][CH:23]=[CH:24][C:19]=3[S:18][C:9]=2[N:10]=[C:11]([CH2:13][CH2:14][C:15](O)=[O:16])[N:12]=1.S(Cl)([Cl:32])=O. (5) Given the product [C:1]([CH2:3][C@@H:4]1[C:9]2[N:10]=[C:11]([C:21]3[CH:26]=[CH:25][C:24]([NH:27][C:28]([NH:30][CH2:31][CH3:32])=[O:29])=[CH:23][CH:22]=3)[N:12]=[C:13]([N:14]3[CH2:19][CH2:18][O:17][CH2:16][C@@H:15]3[CH3:20])[C:8]=2[CH2:7][CH2:6][N:5]1[CH:33]([CH3:34])[CH3:35])#[N:2], predict the reactants needed to synthesize it. The reactants are: [C:1]([CH2:3][C@H:4]1[C:9]2[N:10]=[C:11]([C:21]3[CH:26]=[CH:25][C:24]([NH:27][C:28]([NH:30][CH2:31][CH3:32])=[O:29])=[CH:23][CH:22]=3)[N:12]=[C:13]([N:14]3[CH2:19][CH2:18][O:17][CH2:16][C@@H:15]3[CH3:20])[C:8]=2[CH2:7][CH2:6][N:5]1[CH:33]([CH3:35])[CH3:34])#[N:2].C(CC1C2N=C(C3C=CC(NC(NCC)=O)=CC=3)N=C(N3CCOC[C@@H]3C)C=2CCN1)#N.CN(C)C=O.C(N(CC)C(C)C)(C)C.C(I)(C)C. (6) Given the product [CH3:11][C:9]1[CH:8]=[C:4]([CH:3]=[C:2]([N:12]2[CH2:16][CH2:15][CH2:14][CH2:13]2)[N:10]=1)[C:5]([OH:7])=[O:6], predict the reactants needed to synthesize it. The reactants are: Cl[C:2]1[CH:3]=[C:4]([CH:8]=[C:9]([CH3:11])[N:10]=1)[C:5]([OH:7])=[O:6].[NH:12]1[CH2:16][CH2:15][CH2:14][CH2:13]1. (7) Given the product [F:31][C:32]([F:43])([F:42])[C:33]1[CH:38]=[CH:37][C:36]([C:2]2[S:6][C:5]([C:7]3[CH:8]=[CH:9][C:10]4[CH2:17][CH:16]5[C:18]6([CH2:22][N:21]([CH2:23][C:24]([F:27])([F:26])[F:25])[S:20](=[O:29])(=[O:28])[NH:19]6)[CH:13]([CH2:14][CH2:15]5)[CH2:12][C:11]=4[CH:30]=3)=[N:4][CH:3]=2)=[CH:35][CH:34]=1, predict the reactants needed to synthesize it. The reactants are: Br[C:2]1[S:6][C:5]([C:7]2[CH:8]=[CH:9][C:10]3[CH2:17][CH:16]4[C:18]5([CH2:22][N:21]([CH2:23][C:24]([F:27])([F:26])[F:25])[S:20](=[O:29])(=[O:28])[NH:19]5)[CH:13]([CH2:14][CH2:15]4)[CH2:12][C:11]=3[CH:30]=2)=[N:4][CH:3]=1.[F:31][C:32]([F:43])([F:42])[C:33]1[CH:38]=[CH:37][C:36](B(O)O)=[CH:35][CH:34]=1. (8) Given the product [OH:1][CH2:2][CH2:3][N:4]1[CH2:12][C:11]2[C:6](=[CH:7][CH:8]=[C:9]([C:20]3[S:19][C:18]([CH:17]=[O:16])=[CH:22][CH:21]=3)[CH:10]=2)[C:5]1=[O:14], predict the reactants needed to synthesize it. The reactants are: [OH:1][CH2:2][CH2:3][N:4]1[CH2:12][C:11]2[C:6](=[CH:7][CH:8]=[C:9](I)[CH:10]=2)[C:5]1=[O:14].C[O:16][CH:17](OC)[C:18]1[S:19][CH:20]=[CH:21][CH:22]=1.